From a dataset of Full USPTO retrosynthesis dataset with 1.9M reactions from patents (1976-2016). Predict the reactants needed to synthesize the given product. (1) Given the product [CH3:22][C:23]1[S:24][C:25]([NH:28][C:15]([C:14]2[CH:13]=[C:12]([C@@H:10]3[CH2:11][C@H:9]3[NH:8][C:6](=[O:7])[O:5][C:1]([CH3:2])([CH3:3])[CH3:4])[CH:20]=[CH:19][CH:18]=2)=[O:17])=[CH:26][N:27]=1, predict the reactants needed to synthesize it. The reactants are: [C:1]([O:5][C:6]([NH:8][C@@H:9]1[CH2:11][C@H:10]1[C:12]1[CH:13]=[C:14]([CH:18]=[CH:19][CH:20]=1)[C:15]([OH:17])=O)=[O:7])([CH3:4])([CH3:3])[CH3:2].Cl.[CH3:22][C:23]1[S:24][C:25]([NH2:28])=[CH:26][N:27]=1.C(N(CC)CC)C.F[P-](F)(F)(F)(F)F.N1(OC(N(C)C)=[N+](C)C)C2N=CC=CC=2N=N1. (2) Given the product [Br:1][C:2]1[CH:7]=[C:6]2[N:8]([C:18]3[C:23]([Cl:24])=[CH:22][N:21]=[C:20]([NH2:25])[N:19]=3)[CH2:9][C:10]3([CH2:15][N:14]([CH3:16])[CH2:13][CH2:12][O:11]3)[C:5]2=[CH:4][CH:3]=1, predict the reactants needed to synthesize it. The reactants are: [Br:1][C:2]1[CH:7]=[C:6]2[NH:8][CH2:9][C:10]3([CH2:15][N:14]([CH3:16])[CH2:13][CH2:12][O:11]3)[C:5]2=[CH:4][CH:3]=1.Cl[C:18]1[C:23]([Cl:24])=[CH:22][N:21]=[C:20]([NH2:25])[N:19]=1.[OH-].[Na+].